From a dataset of Reaction yield outcomes from USPTO patents with 853,638 reactions. Predict the reaction yield, written as a fraction of the theoretical maximum amount of product (1.0 means a 100% yield; for example, 0.34 means a 34% yield). (1) The reactants are [Cl:1][C:2]1[N:3]=[C:4]([NH:9][CH2:10][C:11]2[CH:16]=[CH:15][N:14]=[CH:13][CH:12]=2)[S:5][C:6]=1[CH:7]=[O:8].[C:17]([O:21][C:22](O[C:22]([O:21][C:17]([CH3:20])([CH3:19])[CH3:18])=[O:23])=[O:23])([CH3:20])([CH3:19])[CH3:18].C(N(CC)CC)C. The catalyst is ClCCl. The product is [C:17]([O:21][C:22](=[O:23])[N:9]([C:4]1[S:5][C:6]([CH:7]=[O:8])=[C:2]([Cl:1])[N:3]=1)[CH2:10][C:11]1[CH:16]=[CH:15][N:14]=[CH:13][CH:12]=1)([CH3:20])([CH3:19])[CH3:18]. The yield is 0.150. (2) The yield is 0.890. The product is [NH:23]([C:8]([NH:7][C:5]1[S:4][C:3]([C:17]([O:19][CH2:20][CH3:21])=[O:18])=[C:2]([CH3:1])[CH:6]=1)=[O:9])[NH2:24]. The catalyst is O1CCCC1. The reactants are [CH3:1][C:2]1[CH:6]=[C:5]([NH:7][C:8](OC2C=CC=CC=2)=[O:9])[S:4][C:3]=1[C:17]([O:19][CH2:20][CH3:21])=[O:18].O.[NH2:23][NH2:24].